The task is: Predict the product of the given reaction.. This data is from Forward reaction prediction with 1.9M reactions from USPTO patents (1976-2016). (1) Given the reactants [F:1][C:2]([F:12])([F:11])[C:3]1[CH:10]=[CH:9][C:6]([CH:7]=[O:8])=[CH:5][CH:4]=1.[CH2:13]([Mg]Cl)[CH2:14][CH3:15], predict the reaction product. The product is: [F:1][C:2]([F:11])([F:12])[C:3]1[CH:10]=[CH:9][C:6]([CH:7]([OH:8])[CH2:13][CH2:14][CH3:15])=[CH:5][CH:4]=1. (2) Given the reactants F[C:2]1[CH:3]=[C:4]([CH:7]=[C:8]([C:10]([F:13])([F:12])[F:11])[CH:9]=1)[C:5]#[N:6].[CH3:14][S-:15].[Na+].C[OH:18].ClCCl, predict the reaction product. The product is: [CH3:14][S:15][C:2]1[CH:3]=[C:4]([CH:7]=[C:8]([C:10]([F:13])([F:12])[F:11])[CH:9]=1)[C:5]([NH2:6])=[O:18].